Dataset: Reaction yield outcomes from USPTO patents with 853,638 reactions. Task: Predict the reaction yield, written as a fraction of the theoretical maximum amount of product (1.0 means a 100% yield; for example, 0.34 means a 34% yield). (1) The reactants are [CH3:1][N:2]1[C:6]([C@@:7]2([OH:14])[CH2:12][CH2:11][CH2:10][CH2:9][C@@H:8]2O)=[CH:5][CH:4]=[N:3]1.C(OC)(OC)(OC)C.C1(C)C=CC(S(O)(=O)=O)=CC=1.[Br-].[Li+].C(Br)(=O)C.C(=O)([O-])[O-].[K+].[K+]. The yield is 0.470. The product is [CH3:1][N:2]1[C:6]([C@:7]23[O:14][C@H:8]2[CH2:9][CH2:10][CH2:11][CH2:12]3)=[CH:5][CH:4]=[N:3]1. The catalyst is CO.C(#N)C.ClCCl. (2) The reactants are [Br:1][C:2]1[CH:7]=[CH:6][C:5]([O:8][CH3:9])=[CH:4][C:3]=1[CH2:10][NH2:11].[Cl:12][C:13]1[N:18]=[C:17](Cl)[C:16]([Cl:20])=[CH:15][N:14]=1.C(=O)([O-])[O-].[K+].[K+]. The catalyst is CN(C)C=O. The product is [Br:1][C:2]1[CH:7]=[CH:6][C:5]([O:8][CH3:9])=[CH:4][C:3]=1[CH2:10][NH:11][C:15]1[C:16]([Cl:20])=[CH:17][N:18]=[C:13]([Cl:12])[N:14]=1. The yield is 0.960. (3) The reactants are [Br:1][C:2]1[CH:3]=[C:4]([CH:7]=[C:8]([OH:11])[C:9]=1[OH:10])[CH:5]=[O:6].C(=O)([O-])[O-].[Cs+].[Cs+].Br[CH2:19][CH2:20]Br. The catalyst is CN(C=O)C. The product is [Br:1][C:2]1[C:9]2[O:10][CH2:19][CH2:20][O:11][C:8]=2[CH:7]=[C:4]([CH:5]=[O:6])[CH:3]=1. The yield is 0.750. (4) The reactants are [Na].Br[C:3]1[CH:8]=[CH:7][C:6]([Br:9])=[CH:5][N:4]=1.[CH3:10][OH:11]. No catalyst specified. The product is [Br:9][C:6]1[CH:7]=[CH:8][C:3]([O:11][CH3:10])=[N:4][CH:5]=1. The yield is 0.830. (5) The product is [C:3]1(=[O:20])[N:7]([CH2:8][C@@H:9]([OH:10])[CH2:13][Br:1])[C:6](=[O:15])[C:5]2=[CH:16][CH:17]=[CH:18][CH:19]=[C:4]12. The yield is 1.00. The reactants are [Br-:1].[Li+].[C:3]1(=[O:20])[N:7]([CH2:8][CH:9]2[CH2:13]OS(=O)[O:10]2)[C:6](=[O:15])[C:5]2=[CH:16][CH:17]=[CH:18][CH:19]=[C:4]12. The catalyst is CC(C)=O. (6) The reactants are [BrH:1].CN(C)[CH:4]=[CH:5][C:6]([C:10]1[CH:15]=[C:14]([O:16][CH3:17])[C:13]([O:18][CH3:19])=[C:12]([O:20][CH3:21])[CH:11]=1)=[CH:7][C:8]#[N:9]. The catalyst is C(Cl)(Cl)Cl.ClCCl. The product is [Br:1][C:8]1[CH:7]=[C:6]([C:10]2[CH:15]=[C:14]([O:16][CH3:17])[C:13]([O:18][CH3:19])=[C:12]([O:20][CH3:21])[CH:11]=2)[CH:5]=[CH:4][N:9]=1. The yield is 0.620. (7) The reactants are [Cl-].O[NH3+:3].[C:4](=[O:7])([O-])[OH:5].[Na+].CS(C)=O.[CH:13]1([C:16]2[N:51]=[C:19]3[N:20]([CH2:43][C:44]4[CH:49]=[CH:48][C:47]([F:50])=[CH:46][CH:45]=4)[C:21](=[O:42])[C:22]([CH2:27][C:28]4[CH:33]=[CH:32][C:31]([C:34]5[C:35]([C:40]#[N:41])=[CH:36][CH:37]=[CH:38][CH:39]=5)=[CH:30][CH:29]=4)=[C:23]([CH2:24][CH2:25][CH3:26])[N:18]3[N:17]=2)[CH2:15][CH2:14]1. The catalyst is C(OCC)(=O)C. The product is [CH:13]1([C:16]2[N:51]=[C:19]3[N:20]([CH2:43][C:44]4[CH:49]=[CH:48][C:47]([F:50])=[CH:46][CH:45]=4)[C:21](=[O:42])[C:22]([CH2:27][C:28]4[CH:33]=[CH:32][C:31]([C:34]5[CH:39]=[CH:38][CH:37]=[CH:36][C:35]=5[C:40]5[NH:3][C:4](=[O:7])[O:5][N:41]=5)=[CH:30][CH:29]=4)=[C:23]([CH2:24][CH2:25][CH3:26])[N:18]3[N:17]=2)[CH2:14][CH2:15]1. The yield is 0.580. (8) The reactants are [OH-:1].[Na+].COC(=O)CC1C=CC([C:13]2[CH:18]=[CH:17][C:16]([C:19]([CH2:39][CH3:40])([C:22]3[CH:27]=[CH:26][C:25](/[CH:28]=[CH:29]/[C:30]4([OH:37])[CH2:36][CH2:35][CH2:34][CH2:33][CH2:32][CH2:31]4)=[C:24]([CH3:38])[CH:23]=3)[CH2:20][CH3:21])=[CH:15][C:14]=2[CH3:41])=CC=1.[Cl-].[NH4+]. The catalyst is CO. The product is [CH2:20]([C:19]([C:22]1[CH:27]=[CH:26][C:25](/[CH:28]=[CH:29]/[C:30]2([OH:37])[CH2:31][CH2:32][CH2:33][CH2:34][CH2:35][CH2:36]2)=[C:24]([CH3:38])[CH:23]=1)([C:16]1[CH:17]=[CH:18][C:13]([OH:1])=[C:14]([CH3:41])[CH:15]=1)[CH2:39][CH3:40])[CH3:21]. The yield is 0.190.